Dataset: Catalyst prediction with 721,799 reactions and 888 catalyst types from USPTO. Task: Predict which catalyst facilitates the given reaction. (1) Reactant: [ClH:1].CC(O)C.[C:6](/[C:8](/[C:32]1[CH:37]=[CH:36][C:35]([O:38][CH3:39])=[C:34]([O:40][CH3:41])[CH:33]=1)=[CH:9]\[C:10]1[S:14][C:13]([N:15]2[CH2:20][CH2:19][CH:18]([O:21][C:22](=[O:31])[CH2:23][N:24]3[CH2:29][CH2:28][CH:27]([OH:30])[CH2:26][CH2:25]3)[CH2:17][CH2:16]2)=[CH:12][CH:11]=1)#[N:7]. Product: [ClH:1].[C:6](/[C:8](/[C:32]1[CH:37]=[CH:36][C:35]([O:38][CH3:39])=[C:34]([O:40][CH3:41])[CH:33]=1)=[CH:9]\[C:10]1[S:14][C:13]([N:15]2[CH2:16][CH2:17][CH:18]([O:21][C:22](=[O:31])[CH2:23][N:24]3[CH2:25][CH2:26][CH:27]([OH:30])[CH2:28][CH2:29]3)[CH2:19][CH2:20]2)=[CH:12][CH:11]=1)#[N:7]. The catalyst class is: 5. (2) Reactant: [Mg].II.Br[C:5]1[CH:10]=[CH:9][C:8]([O:11][CH3:12])=[CH:7][CH:6]=1.COCN[C:17](=[O:48])[CH2:18][CH2:19][CH2:20][CH2:21][O:22][C:23]1[CH:28]=[CH:27][C:26]([S:29]([C:32]2([C:38]([NH:40][O:41]C3CCCCO3)=[O:39])[CH2:37][CH2:36][O:35][CH2:34][CH2:33]2)(=[O:31])=[O:30])=[CH:25][CH:24]=1. Product: [OH:41][NH:40][C:38]([C:32]1([S:29]([C:26]2[CH:27]=[CH:28][C:23]([O:22][CH2:21][CH2:20][CH2:19][CH2:18][C:17]([C:5]3[CH:10]=[CH:9][C:8]([O:11][CH3:12])=[CH:7][CH:6]=3)=[O:48])=[CH:24][CH:25]=2)(=[O:30])=[O:31])[CH2:33][CH2:34][O:35][CH2:36][CH2:37]1)=[O:39]. The catalyst class is: 7. (3) Reactant: [NH2:1][C:2]1[C:7]2=[C:8]([C:16]3[CH:21]=[CH:20][C:19]([NH:22]C(OC(C)(C)C)=O)=[C:18]([F:30])[CH:17]=3)[C:9]([C:11]([O:13][CH2:14][CH3:15])=[O:12])=[CH:10][N:6]2[N:5]=[CH:4][N:3]=1.O1CCOCC1.[ClH:37]. Product: [ClH:37].[NH2:1][C:2]1[C:7]2=[C:8]([C:16]3[CH:21]=[CH:20][C:19]([NH2:22])=[C:18]([F:30])[CH:17]=3)[C:9]([C:11]([O:13][CH2:14][CH3:15])=[O:12])=[CH:10][N:6]2[N:5]=[CH:4][N:3]=1. The catalyst class is: 28. (4) Reactant: [NH2:1][C:2]1[CH:3]=[C:4]([CH:29]=[CH:30][CH:31]=1)[O:5][C:6]1[C:7]2[CH:28]=[CH:27][NH:26][C:8]=2[N:9]=[C:10]([NH:12][C:13]2[CH:18]=[C:17]([F:19])[C:16]([O:20][CH2:21][CH2:22][O:23][CH3:24])=[C:15]([F:25])[CH:14]=2)[N:11]=1.CCN(C(C)C)C(C)C.[C:41](Cl)(=[O:44])[CH:42]=[CH2:43].[OH-].[Na+]. Product: [F:25][C:15]1[CH:14]=[C:13]([NH:12][C:10]2[N:11]=[C:6]([O:5][C:4]3[CH:3]=[C:2]([NH:1][C:41](=[O:44])[CH:42]=[CH2:43])[CH:31]=[CH:30][CH:29]=3)[C:7]3[CH:28]=[CH:27][NH:26][C:8]=3[N:9]=2)[CH:18]=[C:17]([F:19])[C:16]=1[O:20][CH2:21][CH2:22][O:23][CH3:24]. The catalyst class is: 20. (5) Reactant: [NH2:1][C:2]1[C:7]2[CH:8]=[C:9](Br)[S:10][C:6]=2[C:5]([C:12]([NH2:14])=[O:13])=[CH:4][N:3]=1.[N+:15]([C:18]1[CH:19]=[C:20](B(O)O)[CH:21]=[CH:22][CH:23]=1)([O-:17])=[O:16].C([O-])([O-])=O.[Na+].[Na+]. Product: [NH2:1][C:2]1[C:7]2[CH:8]=[C:9]([C:22]3[CH:21]=[CH:20][CH:19]=[C:18]([N+:15]([O-:17])=[O:16])[CH:23]=3)[S:10][C:6]=2[C:5]([C:12]([NH2:14])=[O:13])=[CH:4][N:3]=1. The catalyst class is: 3. (6) Reactant: [O:1]1[C:5]2([CH2:10][CH2:9][C:8](=O)[CH2:7][CH2:6]2)[O:4][CH2:3][CH2:2]1.C(C(O)=O)C.[NH2:17][CH2:18][CH2:19][CH2:20][C:21]([OH:23])=O.C(O[BH-](OC(=O)C)OC(=O)C)(=O)C.[Na+].C(N(CC)CC)C. Product: [O:1]1[C:5]2([CH2:10][CH2:9][CH:8]([N:17]3[CH2:18][CH2:19][CH2:20][C:21]3=[O:23])[CH2:7][CH2:6]2)[O:4][CH2:3][CH2:2]1. The catalyst class is: 4. (7) Reactant: [Br:1][CH2:2][C:3]([C:5]1[C:6](=[O:16])[O:7][C:8]2[C:13]([CH:14]=1)=[CH:12][CH:11]=[C:10]([F:15])[CH:9]=2)=O.[Cl:17][C:18]1[N:23]=[N:22][C:21]([NH2:24])=[CH:20][CH:19]=1. Product: [BrH:1].[Cl:17][C:18]1[CH:19]=[CH:20][C:21]2[N:22]([CH:2]=[C:3]([C:5]3[C:6](=[O:16])[O:7][C:8]4[C:13]([CH:14]=3)=[CH:12][CH:11]=[C:10]([F:15])[CH:9]=4)[N:24]=2)[N:23]=1. The catalyst class is: 88. (8) Reactant: [CH2:1]([O:8][C@@H:9]1[CH2:31][C@@H:30]2[C@:25]([CH3:39])([CH2:26][CH2:27][C@H:28]([O:32][CH:33]3[CH2:38][CH2:37][CH2:36][CH2:35][O:34]3)[CH2:29]2)[C@@H:24]2[C@@H:10]1[C@H:11]1[C@:21]([CH3:40])([CH2:22][CH2:23]2)[C@@H:14]([C@H:15]([CH3:20])[CH2:16][CH2:17][CH:18]=[O:19])[CH2:13][CH2:12]1)[C:2]1[CH:7]=[CH:6][CH:5]=[CH:4][CH:3]=1.[CH:41]([Mg]Cl)([CH3:43])[CH3:42].[NH4+].[Cl-]. Product: [CH2:1]([O:8][C@@H:9]1[CH2:31][CH:30]2[C@:25]([CH3:39])([CH2:26][CH2:27][C@H:28]([O:32][CH:33]3[CH2:38][CH2:37][CH2:36][CH2:35][O:34]3)[CH2:29]2)[C@@H:24]2[C@@H:10]1[C@H:11]1[C@:21]([CH3:40])([CH2:22][CH2:23]2)[C@@H:14]([C@H:15]([CH3:20])[CH2:16][CH2:17][CH:18]([OH:19])[CH:41]([CH3:43])[CH3:42])[CH2:13][CH2:12]1)[C:2]1[CH:3]=[CH:4][CH:5]=[CH:6][CH:7]=1. The catalyst class is: 1. (9) Reactant: C(OC(=O)[NH:7][C:8]1[CH:13]=[C:12]([N:14]([CH:16]2[CH2:18][CH2:17]2)[CH3:15])[C:11]([Cl:19])=[CH:10][C:9]=1[NH2:20])(C)(C)C.C(O[C:27](=[O:39])[CH2:28][C:29]([C:31]1[CH:36]=[CH:35][N:34]=[C:33]([C:37]#[N:38])[CH:32]=1)=O)(C)(C)C.C(O)(C(F)(F)F)=O. Product: [Cl:19][C:11]1[C:12]([N:14]([CH:16]2[CH2:17][CH2:18]2)[CH3:15])=[CH:13][C:8]2[N:7]=[C:29]([C:31]3[CH:36]=[CH:35][N:34]=[C:33]([C:37]#[N:38])[CH:32]=3)[CH2:28][C:27](=[O:39])[NH:20][C:9]=2[CH:10]=1. The catalyst class is: 2. (10) Reactant: [Cl:1][C:2]1[CH:7]=[C:6]([Cl:8])[CH:5]=[CH:4][C:3]=1[C:9]1[C:10](=[O:36])[O:11][C:12]2[C:17]([C:18]=1[CH2:19][C:20]1[CH:25]=[CH:24][C:23]([O:26][CH2:27][CH2:28][N:29]3[CH2:33][CH2:32][CH2:31][CH2:30]3)=[CH:22][CH:21]=1)=[CH:16][CH:15]=[C:14]([OH:34])[C:13]=2I.C([Sn](CCCC)(CCCC)[C:42]([O:44]CC)=[CH2:43])CCC.Cl.C(Cl)Cl. Product: [C:42]([C:13]1[C:14]([OH:34])=[CH:15][CH:16]=[C:17]2[C:12]=1[O:11][C:10](=[O:36])[C:9]([C:3]1[CH:4]=[CH:5][C:6]([Cl:8])=[CH:7][C:2]=1[Cl:1])=[C:18]2[CH2:19][C:20]1[CH:25]=[CH:24][C:23]([O:26][CH2:27][CH2:28][N:29]2[CH2:33][CH2:32][CH2:31][CH2:30]2)=[CH:22][CH:21]=1)(=[O:44])[CH3:43]. The catalyst class is: 77.